Dataset: Reaction yield outcomes from USPTO patents with 853,638 reactions. Task: Predict the reaction yield, written as a fraction of the theoretical maximum amount of product (1.0 means a 100% yield; for example, 0.34 means a 34% yield). (1) The reactants are Cl.[Br:2][C:3]1[CH:11]=[CH:10][CH:9]=[C:8]2[C:4]=1[CH:5]=[CH:6][N:7]2[CH2:12][C@H:13]1[CH2:17][O:16]C(C)(C)[O:14]1. The catalyst is O1CCCC1. The product is [Br:2][C:3]1[CH:11]=[CH:10][CH:9]=[C:8]2[C:4]=1[CH:5]=[CH:6][N:7]2[CH2:12][C@H:13]([OH:14])[CH2:17][OH:16]. The yield is 0.950. (2) The reactants are CON(C)[C:4](=[O:32])[C:5]1[CH:10]=[CH:9][CH:8]=[C:7]([NH:11][C:12]2[CH:17]=[C:16]([NH:18][C:19]3[CH:24]=[CH:23][C:22]([O:25][C:26]4[CH:31]=[CH:30][CH:29]=[CH:28][CH:27]=4)=[CH:21][CH:20]=3)[N:15]=[CH:14][N:13]=2)[CH:6]=1.[H-].[H-].[H-].[H-].[Li+].[Al+3]. The catalyst is C1COCC1. The product is [O:25]([C:22]1[CH:21]=[CH:20][C:19]([NH:18][C:16]2[N:15]=[CH:14][N:13]=[C:12]([NH:11][C:7]3[CH:6]=[C:5]([CH:10]=[CH:9][CH:8]=3)[CH:4]=[O:32])[CH:17]=2)=[CH:24][CH:23]=1)[C:26]1[CH:27]=[CH:28][CH:29]=[CH:30][CH:31]=1. The yield is 0.920. (3) The reactants are [CH3:1][C:2]1[CH:3]=[C:4]([OH:17])[CH:5]=[CH:6][C:7]=1B1OC(C)(C)C(C)(C)O1.[CH2:18]([O:20][C:21]([C:23]1[C:27]2[CH:28]=[CH:29][C:30](Br)=[CH:31][C:26]=2[O:25][N:24]=1)=[O:22])[CH3:19]. The catalyst is O1CCOCC1. The product is [CH2:18]([O:20][C:21]([C:23]1[C:27]2[CH:28]=[CH:29][C:30]([C:7]3[CH:6]=[CH:5][C:4]([OH:17])=[CH:3][C:2]=3[CH3:1])=[CH:31][C:26]=2[O:25][N:24]=1)=[O:22])[CH3:19]. The yield is 0.930. (4) The reactants are [C:1]([O:5][C:6]([C:8]1[O:9][C:10]2[CH:17]=[CH:16][CH:15]=[C:14]([OH:18])[C:11]=2[C:12]=1[CH3:13])=[O:7])([CH3:4])([CH3:3])[CH3:2].[N:19]1[CH:24]=[CH:23][CH:22]=[C:21]([CH2:25]Cl)[CH:20]=1.CN(C=O)C. The catalyst is O. The product is [C:1]([O:5][C:6]([C:8]1[O:9][C:10]2[CH:17]=[CH:16][CH:15]=[C:14]([O:18][CH2:25][C:21]3[CH:20]=[N:19][CH:24]=[CH:23][CH:22]=3)[C:11]=2[C:12]=1[CH3:13])=[O:7])([CH3:4])([CH3:2])[CH3:3]. The yield is 0.900. (5) The reactants are [Cl:1][C:2]1[CH:35]=[CH:34][C:5]([CH2:6][CH2:7][NH:8][C:9]([C:11]2[CH:33]=[CH:32][C:14]([O:15][C:16]3[CH:21]=[CH:20][C:19]([CH2:22][C:23]([O:25][C:26]([CH3:29])([CH3:28])[CH3:27])=[O:24])=[CH:18][C:17]=3[C:30]#[N:31])=[CH:13][CH:12]=2)=[O:10])=[CH:4][CH:3]=1.[H][H]. The yield is 0.150. The product is [Cl:1][C:2]1[CH:3]=[CH:4][C:5]([CH2:6][CH2:7][NH:8][C:9]([C:11]2[CH:12]=[CH:13][C:14]([O:15][C:16]3[CH:21]=[CH:20][C:19]([CH2:22][C:23]([O:25][C:26]([CH3:29])([CH3:28])[CH3:27])=[O:24])=[CH:18][C:17]=3[CH2:30][NH2:31])=[CH:32][CH:33]=2)=[O:10])=[CH:34][CH:35]=1. The catalyst is N.CO.[Ni]. (6) The reactants are [CH3:1][O:2][CH2:3][CH2:4][N:5]1[CH2:9][CH2:8][C@H:7]([NH:10][C:11]2[CH:16]=[CH:15][C:14]([N+:17]([O-])=O)=[CH:13][CH:12]=2)[CH2:6]1.[H][H]. The catalyst is C1COCC1.[Pd]. The product is [CH3:1][O:2][CH2:3][CH2:4][N:5]1[CH2:9][CH2:8][C@H:7]([NH:10][C:11]2[CH:12]=[CH:13][C:14]([NH2:17])=[CH:15][CH:16]=2)[CH2:6]1. The yield is 0.873.